From a dataset of Full USPTO retrosynthesis dataset with 1.9M reactions from patents (1976-2016). Predict the reactants needed to synthesize the given product. (1) Given the product [CH3:20][O:19][C:17](=[O:18])[CH2:16][O:15][C:14]1[CH:21]=[CH:22][CH:23]=[C:12]([NH:11][C:9]2[C:10]3[C:2]([C:35]4[CH:34]=[CH:33][C:32]([CH2:30][CH3:31])=[CH:37][N:36]=4)=[C:3]([C:24]4[CH:29]=[CH:28][CH:27]=[CH:26][CH:25]=4)[O:4][C:5]=3[N:6]=[CH:7][N:8]=2)[CH:13]=1, predict the reactants needed to synthesize it. The reactants are: Br[C:2]1[C:10]2[C:9]([NH:11][C:12]3[CH:13]=[C:14]([CH:21]=[CH:22][CH:23]=3)[O:15][CH2:16][C:17]([O:19][CH3:20])=[O:18])=[N:8][CH:7]=[N:6][C:5]=2[O:4][C:3]=1[C:24]1[CH:29]=[CH:28][CH:27]=[CH:26][CH:25]=1.[CH2:30]([C:32]1[CH:33]=[CH:34][C:35]([Sn](CCCC)(CCCC)CCCC)=[N:36][CH:37]=1)[CH3:31]. (2) Given the product [C:26]([N:28]1[CH2:33][CH:30]([NH:34][C:35]2[C:40](=[O:41])[NH:39][CH:38]=[C:37]([C:42]3[CH:47]=[CH:46][N:45]=[CH:44][CH:43]=3)[CH:36]=2)[CH2:29]1)(=[O:27])[CH:2]=[CH2:7], predict the reactants needed to synthesize it. The reactants are: Br[C:2]1C=C(N[C@@H]2CCCN(C(OC(C)(C)C)=O)C2)C(OC)=N[CH:7]=1.ClC[C:26]([N:28]1[CH2:33]CC[C@@H:30]([NH:34][C:35]2[C:40](=[O:41])[NH:39][CH:38]=[C:37]([C:42]3[CH:47]=[CH:46][N:45]=[CH:44][CH:43]=3)[CH:36]=2)[CH2:29]1)=[O:27]. (3) Given the product [Br:46]/[C:47](/[CH:56]=[CH:20]/[C:16]1[C:17]([CH3:19])([CH3:18])[C:4]2[C:5]([N:15]=1)=[N+:6]([CH2:8][CH2:9][CH2:10][S:11]([O-:14])(=[O:13])=[O:12])[CH:7]=[C:2]([Cl:1])[CH:3]=2)=[CH:48]\[CH:21]=[C:22]1\[N:23]([CH2:37][CH2:38][CH2:39][S:40]([O-:43])(=[O:42])=[O:41])[C:24]2[C:29]([C:30]\1([CH3:31])[CH3:32])=[CH:28][C:27]([S:33]([O-:36])(=[O:35])=[O:34])=[CH:26][CH:25]=2.[Na+:44].[Na+:44], predict the reactants needed to synthesize it. The reactants are: [Cl:1][C:2]1[CH:3]=[C:4]2[C:17]([CH3:19])([CH3:18])[C:16]([CH3:20])=[N:15][C:5]2=[N+:6]([CH2:8][CH2:9][CH2:10][S:11]([O-:14])(=[O:13])=[O:12])[CH:7]=1.[CH3:21][C:22]1[C:30]([CH3:32])([CH3:31])[C:29]2[C:24](=[CH:25][CH:26]=[C:27]([S:33]([O-:36])(=[O:35])=[O:34])[CH:28]=2)[N+:23]=1[CH2:37][CH2:38][CH2:39][S:40]([O-:43])(=[O:42])=[O:41].[Na+:44].[Br-].[Br:46]/[C:47](=[CH:56]\NC1C=CC=CC=1)/[CH:48]=[NH+]/C1C=CC=CC=1.C([O-])(=O)C.[Na+]. (4) Given the product [Cl:33][C:30]1[CH:31]=[CH:32][C:27]([CH:8]([C:5]2[CH:4]=[CH:3][C:2]([Cl:1])=[CH:7][CH:6]=2)[N:9]2[CH2:10][C:11](=[CH:13][S:14]([CH2:17][C:18]3[CH:19]=[C:20]([CH:24]=[CH:25][CH:26]=3)[C:21]([NH:34][CH2:35][CH:36]3[CH2:40][CH2:39][CH2:38][N:37]3[CH2:41][CH3:42])=[O:22])(=[O:15])=[O:16])[CH2:12]2)=[CH:28][CH:29]=1, predict the reactants needed to synthesize it. The reactants are: [Cl:1][C:2]1[CH:7]=[CH:6][C:5]([CH:8]([C:27]2[CH:32]=[CH:31][C:30]([Cl:33])=[CH:29][CH:28]=2)[N:9]2[CH2:12][C:11](=[CH:13][S:14]([CH2:17][C:18]3[CH:19]=[C:20]([CH:24]=[CH:25][CH:26]=3)[C:21](O)=[O:22])(=[O:16])=[O:15])[CH2:10]2)=[CH:4][CH:3]=1.[NH2:34][CH2:35][CH:36]1[CH2:40][CH2:39][CH2:38][N:37]1[CH2:41][CH3:42]. (5) Given the product [CH3:40][Si:37]([CH3:39])([CH3:38])[CH2:36][CH2:35][O:34][CH2:33][N:7]([CH2:6][O:5][CH2:4][CH2:3][Si:2]([CH3:1])([CH3:41])[CH3:42])[C:8]1[N:13]2[N:14]=[CH:15][C:16]([I:50])=[C:12]2[N:11]=[C:10]([CH:17]2[CH2:18][CH:19]3[N:25]([C:26]([O:28][C:29]([CH3:32])([CH3:31])[CH3:30])=[O:27])[CH:23]([CH2:22][O:21][CH2:20]3)[CH2:24]2)[CH:9]=1, predict the reactants needed to synthesize it. The reactants are: [CH3:1][Si:2]([CH3:42])([CH3:41])[CH2:3][CH2:4][O:5][CH2:6][N:7]([CH2:33][O:34][CH2:35][CH2:36][Si:37]([CH3:40])([CH3:39])[CH3:38])[C:8]1[N:13]2[N:14]=[CH:15][CH:16]=[C:12]2[N:11]=[C:10]([CH:17]2[CH2:24][CH:23]3[N:25]([C:26]([O:28][C:29]([CH3:32])([CH3:31])[CH3:30])=[O:27])[CH:19]([CH2:20][O:21][CH2:22]3)[CH2:18]2)[CH:9]=1.C1C(=O)N([I:50])C(=O)C1.